From a dataset of Forward reaction prediction with 1.9M reactions from USPTO patents (1976-2016). Predict the product of the given reaction. (1) Given the reactants FC1C(O[C:9](=[O:27])[C:10]2[CH:15]=[CH:14][C:13]([F:16])=[C:12]([F:17])[C:11]=2[NH:18][C:19]2[CH:24]=[CH:23][C:22]([I:25])=[CH:21][C:20]=2[Cl:26])=C(F)C(F)=C(F)C=1F.[NH2:32][O:33][CH2:34][CH2:35][OH:36].C(N(CC)C(C)C)(C)C, predict the reaction product. The product is: [Cl:26][C:20]1[CH:21]=[C:22]([I:25])[CH:23]=[CH:24][C:19]=1[NH:18][C:11]1[C:12]([F:17])=[C:13]([F:16])[CH:14]=[CH:15][C:10]=1[C:9]([NH:32][O:33][CH2:34][CH2:35][OH:36])=[O:27]. (2) Given the reactants Br[C:2]1[CH:7]=[CH:6][C:5]([C:8]2[C:12]([CH2:13][S:14][CH2:15][CH2:16][C:17]3[CH:22]=[CH:21][CH:20]=[CH:19][CH:18]=3)=[C:11]([CH3:23])[O:10][N:9]=2)=[CH:4][CH:3]=1.[CH2:24]([O:26][C:27](=[O:47])[CH2:28][C:29]1([C:32]2[CH:37]=[CH:36][C:35](B3OC(C)(C)C(C)(C)O3)=[CH:34][CH:33]=2)[CH2:31][CH2:30]1)[CH3:25], predict the reaction product. The product is: [CH2:24]([O:26][C:27](=[O:47])[CH2:28][C:29]1([C:32]2[CH:37]=[CH:36][C:35]([C:2]3[CH:7]=[CH:6][C:5]([C:8]4[C:12]([CH2:13][S:14][CH2:15][CH2:16][C:17]5[CH:22]=[CH:21][CH:20]=[CH:19][CH:18]=5)=[C:11]([CH3:23])[O:10][N:9]=4)=[CH:4][CH:3]=3)=[CH:34][CH:33]=2)[CH2:31][CH2:30]1)[CH3:25]. (3) Given the reactants [NH:1]1[CH2:6][CH2:5][CH:4]([N:7]2[CH2:13][CH2:12][C:11]3[CH:14]=[CH:15][CH:16]=[CH:17][C:10]=3[NH:9][C:8]2=[O:18])[CH2:3][CH2:2]1.[Cl:19][C:20]1[CH:21]=[C:22]([CH:33]=[C:34]([C:37]([F:40])([F:39])[F:38])[C:35]=1[OH:36])[CH2:23][C@@H:24]([CH2:29][C:30]([O-])=[O:31])[C:25]([O:27][CH3:28])=[O:26].CN(C(ON1N=NC2C=CC=CC1=2)=[N+](C)C)C.[B-](F)(F)(F)F.C(N(CC)CC)C, predict the reaction product. The product is: [Cl:19][C:20]1[CH:21]=[C:22]([CH:33]=[C:34]([C:37]([F:38])([F:39])[F:40])[C:35]=1[OH:36])[CH2:23][C@@H:24]([CH2:29][C:30](=[O:31])[N:1]1[CH2:2][CH2:3][CH:4]([N:7]2[CH2:13][CH2:12][C:11]3[CH:14]=[CH:15][CH:16]=[CH:17][C:10]=3[NH:9][C:8]2=[O:18])[CH2:5][CH2:6]1)[C:25]([O:27][CH3:28])=[O:26]. (4) Given the reactants C(=O)([O-])[O-].[K+].[K+].[CH2:7](Br)[C:8]1[CH:13]=[CH:12][CH:11]=[CH:10][CH:9]=1.CN(C)C=O.[CH3:20][C:21]1[NH:22][C:23]2[C:28]([C:29]=1[CH2:30][C:31]([OH:33])=[O:32])=[CH:27][CH:26]=[CH:25][CH:24]=2, predict the reaction product. The product is: [CH2:7]([O:33][C:31](=[O:32])[CH2:30][C:29]1[C:28]2[C:23](=[CH:24][CH:25]=[CH:26][CH:27]=2)[NH:22][C:21]=1[CH3:20])[C:8]1[CH:13]=[CH:12][CH:11]=[CH:10][CH:9]=1.